Regression/Classification. Given a drug SMILES string, predict its absorption, distribution, metabolism, or excretion properties. Task type varies by dataset: regression for continuous measurements (e.g., permeability, clearance, half-life) or binary classification for categorical outcomes (e.g., BBB penetration, CYP inhibition). Dataset: cyp2d6_veith. From a dataset of CYP2D6 inhibition data for predicting drug metabolism from PubChem BioAssay. (1) The compound is Cc1ccc(Oc2nn[nH]n2)cc1. The result is 0 (non-inhibitor). (2) The compound is O=C(CSc1nnc(-c2cccnc2)o1)Oc1ccccc1. The result is 0 (non-inhibitor). (3) The molecule is O=C(NCc1cn(-c2ccccc2)nc1-c1ccccc1)c1cc([N+](=O)[O-])cc([N+](=O)[O-])c1. The result is 0 (non-inhibitor). (4) The drug is CSc1nncc(-c2ccc(F)c(F)c2)n1. The result is 0 (non-inhibitor). (5) The molecule is C[C@H](N)[C@H](O)c1cccc(O)c1.O=C(O)[C@@H](O)[C@@H](O)C(=O)O.O=C(O)[C@@H](O)[C@@H](O)C(=O)O. The result is 0 (non-inhibitor). (6) The result is 0 (non-inhibitor). The compound is CCCc1nnc(SCC(=O)N2CCCCC2C)n1CC1CCCO1. (7) The result is 0 (non-inhibitor). The drug is O=C(c1cccc(F)c1)N1CCC2(CCN(Cc3cc(C(F)(F)F)cc(C(F)(F)F)c3)CC2)CC1. (8) The compound is Cc1cc(CC(=O)[O-])n(C)c1C(=O)c1ccc(Cl)cc1.[Na+]. The result is 0 (non-inhibitor). (9) The molecule is Cc1oc2ccc(NS(=O)(=O)c3ccc(C(C)(C)C)cc3)cc2c1C(=O)Nc1ccccc1. The result is 1 (inhibitor).